This data is from Full USPTO retrosynthesis dataset with 1.9M reactions from patents (1976-2016). The task is: Predict the reactants needed to synthesize the given product. (1) Given the product [Cl:27][C:24]1[CH:25]=[CH:26][C:21]([C:19]2[O:18][N:17]=[C:16]([CH2:15][O:14][C:12]3[CH:11]=[CH:10][C:9]4[C:5]([CH2:4][C:3]([OH:28])=[O:2])=[CH:6][O:7][C:8]=4[CH:13]=3)[CH:20]=2)=[CH:22][CH:23]=1, predict the reactants needed to synthesize it. The reactants are: C[O:2][C:3](=[O:28])[CH2:4][C:5]1[C:9]2[CH:10]=[CH:11][C:12]([O:14][CH2:15][C:16]3[CH:20]=[C:19]([C:21]4[CH:26]=[CH:25][C:24]([Cl:27])=[CH:23][CH:22]=4)[O:18][N:17]=3)=[CH:13][C:8]=2[O:7][CH:6]=1.O.[OH-].[Li+].O.Cl. (2) Given the product [CH2:1]([C:4]1[CH:14]=[CH:13][C:7]([CH2:8][CH2:9][C:10]([OH:12])=[O:11])=[CH:6][CH:5]=1)[CH2:2][CH3:3], predict the reactants needed to synthesize it. The reactants are: [CH2:1]([C:4]1[CH:14]=[CH:13][C:7]([CH:8]=[CH:9][C:10]([OH:12])=[O:11])=[CH:6][CH:5]=1)[CH2:2][CH3:3].C(OCC)(=O)C.[H][H]. (3) Given the product [C:1]([O:5][C:6](=[O:17])[C:7]1[CH:12]=[CH:11][C:10]([NH:20][CH2:18][CH3:19])=[C:9]([N+:14]([O-:16])=[O:15])[CH:8]=1)([CH3:4])([CH3:3])[CH3:2], predict the reactants needed to synthesize it. The reactants are: [C:1]([O:5][C:6](=[O:17])[C:7]1[CH:12]=[CH:11][C:10](Cl)=[C:9]([N+:14]([O-:16])=[O:15])[CH:8]=1)([CH3:4])([CH3:3])[CH3:2].[CH2:18]([NH2:20])[CH3:19].C1COCC1. (4) Given the product [C:15]([CH2:14][C@H:13]([NH:17][C:28](=[O:29])[C:27]1[CH:31]=[CH:32][C:33]([N+:35]([O-:37])=[O:36])=[CH:34][CH:26]=1)[C:12]([NH:11][C:8]1[CH:7]=[CH:6][C:5]([C:2]([OH:4])=[O:3])=[N:10][CH:9]=1)=[O:18])#[N:16], predict the reactants needed to synthesize it. The reactants are: [Cl-].[C:2]([C:5]1[N:10]=[CH:9][C:8]([NH:11][C:12](=[O:18])[C@@H:13]([NH3+:17])[CH2:14][C:15]#[N:16])=[CH:7][CH:6]=1)([OH:4])=[O:3].O=C1CCC(=O)N1[C:26]1[CH:34]=[C:33]([N+:35]([O-:37])=[O:36])[CH:32]=[CH:31][C:27]=1[C:28]([O-])=[O:29].